This data is from Forward reaction prediction with 1.9M reactions from USPTO patents (1976-2016). The task is: Predict the product of the given reaction. (1) Given the reactants C([O-])([O-])=O.[K+].[K+].[CH2:7]([SH:9])[CH3:8].Cl[C:11]1[C:20]([N:21]2[C:29](=[O:30])[C:28]3[C:23](=[CH:24][CH:25]=[CH:26][CH:27]=3)[C:22]2=[O:31])=[C:19]([CH3:32])[C:18]2[C:13](=[CH:14][CH:15]=[CH:16][CH:17]=2)[N:12]=1, predict the reaction product. The product is: [CH2:7]([S:9][C:11]1[C:20]([N:21]2[C:29](=[O:30])[C:28]3[C:23](=[CH:24][CH:25]=[CH:26][CH:27]=3)[C:22]2=[O:31])=[C:19]([CH3:32])[C:18]2[C:13](=[CH:14][CH:15]=[CH:16][CH:17]=2)[N:12]=1)[CH3:8]. (2) Given the reactants [F:1][C:2]1[CH:7]=[CH:6][C:5]([CH2:8][S:9]([NH2:12])(=[O:11])=[O:10])=[CH:4][CH:3]=1.[C:13]([C:15]1[C:16]([N:30]2[CH2:35][CH2:34][CH:33]([C:36](O)=[O:37])[CH2:32][CH2:31]2)=[N:17][C:18]([CH3:29])=[C:19]([C:21]([O:23][CH2:24][C:25]([F:28])([F:27])[F:26])=[O:22])[CH:20]=1)#[N:14].CN(C(ON1N=NC2C=CC=CC1=2)=[N+](C)C)C.[B-](F)(F)(F)F.CCN(C(C)C)C(C)C.Cl, predict the reaction product. The product is: [C:13]([C:15]1[C:16]([N:30]2[CH2:31][CH2:32][CH:33]([C:36](=[O:37])[NH:12][S:9]([CH2:8][C:5]3[CH:4]=[CH:3][C:2]([F:1])=[CH:7][CH:6]=3)(=[O:10])=[O:11])[CH2:34][CH2:35]2)=[N:17][C:18]([CH3:29])=[C:19]([CH:20]=1)[C:21]([O:23][CH2:24][C:25]([F:26])([F:27])[F:28])=[O:22])#[N:14]. (3) Given the reactants [Cl:1][C:2]1[CH:7]=[CH:6][C:5]([S:8]([CH2:11][C:12]2[C:17]([F:18])=[C:16]([F:19])[CH:15]=[CH:14][C:13]=2[F:20])(=[O:10])=[O:9])=[CH:4][CH:3]=1.[Li][CH2:22][CH2:23][CH2:24][CH3:25].[C:26]1(C)[CH:31]=C[C:29]([S:32]([N:35]2CC2)(=[O:34])=[O:33])=[CH:28][CH:27]=1, predict the reaction product. The product is: [Cl:1][C:2]1[CH:3]=[CH:4][C:5]([S:8]([CH:11]([C:12]2[C:13]([F:20])=[CH:14][CH:15]=[C:16]([F:19])[C:17]=2[F:18])[CH2:25][CH2:24][C:23]2[CH:22]=[C:26]([CH3:31])[CH:27]=[CH:28][C:29]=2[S:32]([NH2:35])(=[O:34])=[O:33])(=[O:10])=[O:9])=[CH:6][CH:7]=1. (4) Given the reactants [F:1][C:2]1[CH:7]=[C:6]([F:8])[CH:5]=[C:4](F)[C:3]=1[N+:10]([O-:12])=[O:11].[CH3:13][NH2:14], predict the reaction product. The product is: [F:1][C:2]1[C:3]([N+:10]([O-:12])=[O:11])=[C:4]([CH:5]=[C:6]([F:8])[CH:7]=1)[NH:14][CH3:13]. (5) Given the reactants [CH3:1][O:2][C:3]1[CH:4]=[C:5]([OH:9])[CH:6]=[CH:7][CH:8]=1.[F:10][C:11]([F:15])([F:14])[CH2:12]I.C(=O)([O-])[O-].[Cs+].[Cs+].O, predict the reaction product. The product is: [CH3:1][O:2][C:3]1[CH:8]=[CH:7][CH:6]=[C:5]([O:9][CH2:12][C:11]([F:15])([F:14])[F:10])[CH:4]=1.